From a dataset of M1 muscarinic receptor antagonist screen with 61,756 compounds. Binary Classification. Given a drug SMILES string, predict its activity (active/inactive) in a high-throughput screening assay against a specified biological target. (1) The molecule is S(CCN1CCCCC1)c1n(c2c(n1)n(c(=O)[nH]c2=O)C)Cc1ccccc1. The result is 1 (active). (2) The drug is O=C(N1CCC(NC(=O)c2cc(ccc2)C)CC1)Nc1c(OCC)cccc1. The result is 0 (inactive). (3) The drug is S(=O)(=O)(NCCNC(=O)N1CCOCC1)c1ccc(cc1)C. The result is 0 (inactive). (4) The compound is s1c2n(nc1COc1ccc(OC)cc1)c(nn2)Cn1c2c(nc1)cccc2. The result is 0 (inactive). (5) The molecule is O(c1ccc(cc1)C(=O)Nn1cnnc1)CC. The result is 0 (inactive). (6) The compound is FC(F)c1n2nc(nc2nc(c1)C)C(=O)Nc1cc(OC)c(OC)cc1. The result is 0 (inactive).